From a dataset of Forward reaction prediction with 1.9M reactions from USPTO patents (1976-2016). Predict the product of the given reaction. The product is: [CH3:13][O:5][C:4](=[O:6])[C:3]1[C:7]([CH3:12])=[CH:8][C:9]([F:11])=[CH:10][C:2]=1[Br:1]. Given the reactants [Br:1][C:2]1[CH:10]=[C:9]([F:11])[CH:8]=[C:7]([CH3:12])[C:3]=1[C:4]([OH:6])=[O:5].[C:13](=O)([O-])[O-].[K+].[K+].CI.O, predict the reaction product.